This data is from Reaction yield outcomes from USPTO patents with 853,638 reactions. The task is: Predict the reaction yield, written as a fraction of the theoretical maximum amount of product (1.0 means a 100% yield; for example, 0.34 means a 34% yield). (1) The reactants are Cl[C:2]1[C:7]([C:8]([O:10][CH3:11])=[O:9])=[CH:6][N:5]=[CH:4][CH:3]=1.[Cl:12][C:13]1[CH:18]=[CH:17][C:16](B(O)O)=[C:15]([F:22])[CH:14]=1.C([O-])([O-])=O.[Cs+].[Cs+].O1CCOCC1. The catalyst is C1C=CC([P]([Pd]([P](C2C=CC=CC=2)(C2C=CC=CC=2)C2C=CC=CC=2)([P](C2C=CC=CC=2)(C2C=CC=CC=2)C2C=CC=CC=2)[P](C2C=CC=CC=2)(C2C=CC=CC=2)C2C=CC=CC=2)(C2C=CC=CC=2)C2C=CC=CC=2)=CC=1.O. The product is [Cl:12][C:13]1[CH:18]=[CH:17][C:16]([C:2]2[C:7]([C:8]([O:10][CH3:11])=[O:9])=[CH:6][N:5]=[CH:4][CH:3]=2)=[C:15]([F:22])[CH:14]=1. The yield is 0.420. (2) The reactants are [CH3:1][C:2]1[N:3]=[C:4]([NH:7][C:8]2[C:13]([OH:14])=[CH:12][CH:11]=[CH:10][N:9]=2)[S:5][CH:6]=1.C(=O)([O-])[O-].[K+].[K+].Br[CH2:22][C:23]1[CH:32]=[CH:31][CH:30]=[C:29]2[C:24]=1[N:25]=[CH:26][CH:27]=[N:28]2.[ClH:33]. No catalyst specified. The product is [ClH:33].[CH3:1][C:2]1[N:3]=[C:4]([NH:7][C:8]2[C:13]([O:14][CH2:22][C:23]3[CH:32]=[CH:31][CH:30]=[C:29]4[C:24]=3[N:25]=[CH:26][CH:27]=[N:28]4)=[CH:12][CH:11]=[CH:10][N:9]=2)[S:5][CH:6]=1. The yield is 0.315.